Dataset: Reaction yield outcomes from USPTO patents with 853,638 reactions. Task: Predict the reaction yield, written as a fraction of the theoretical maximum amount of product (1.0 means a 100% yield; for example, 0.34 means a 34% yield). (1) The reactants are COC1C=CC(C[N:8]2[C:12]3=[N:13][CH:14]=[CH:15][C:16]([O:17][C:18]4[CH:23]=[CH:22][C:21]([O:24][C:25]5[CH:30]=[CH:29][CH:28]=[CH:27][CH:26]=5)=[CH:20][CH:19]=4)=[C:11]3[C:10]([NH:31][C:32]3[CH:37]=[CH:36][N:35]=[C:34]([C:38]#[N:39])[CH:33]=3)=[N:9]2)=CC=1. The catalyst is C(O)(C(F)(F)F)=O.S(O)(C(F)(F)F)(=O)=O. The product is [O:24]([C:21]1[CH:22]=[CH:23][C:18]([O:17][C:16]2[CH:15]=[CH:14][N:13]=[C:12]3[NH:8][N:9]=[C:10]([NH:31][C:32]4[CH:37]=[CH:36][N:35]=[C:34]([C:38]#[N:39])[CH:33]=4)[C:11]=23)=[CH:19][CH:20]=1)[C:25]1[CH:30]=[CH:29][CH:28]=[CH:27][CH:26]=1. The yield is 0.240. (2) The reactants are C[O:2][CH:3]1[CH:7]([CH:8]=O)[CH2:6][CH:5](OC)O1.[CH2:12]([O:14][C:15]([C:17]1[CH:21]=[C:20]([NH2:22])[N:19]([C:23]2[CH:24]=[N:25][C:26]([O:29][CH3:30])=[CH:27][CH:28]=2)[N:18]=1)=[O:16])[CH3:13]. The catalyst is C(O)(=O)C. The product is [CH2:12]([O:14][C:15]([C:17]1[CH:21]=[C:20]([N:22]2[CH:5]=[CH:6][C:7]([CH:3]=[O:2])=[CH:8]2)[N:19]([C:23]2[CH:24]=[N:25][C:26]([O:29][CH3:30])=[CH:27][CH:28]=2)[N:18]=1)=[O:16])[CH3:13]. The yield is 0.600. (3) The product is [CH2:1]([O:3][C:4](=[O:16])[C:5]([Cl:17])=[N:6][NH:7][C:8]1[CH:13]=[CH:12][C:11]([O:14][CH3:15])=[CH:10][CH:9]=1)[CH3:2]. The catalyst is C1COCC1. The yield is 0.760. The reactants are [CH2:1]([O:3][C:4](=[O:16])[CH:5]=[N:6][NH:7][C:8]1[CH:13]=[CH:12][C:11]([O:14][CH3:15])=[CH:10][CH:9]=1)[CH3:2].[Cl:17]N1C(=O)CCC1=O. (4) The reactants are [NH:1]1[CH:5]=[CH:4][N:3]=[C:2]1[C:6]1[C:14]2[C:9](=[CH:10][CH:11]=[CH:12][CH:13]=2)[N:8]([S:15]([C:18]2[CH:23]=[CH:22][CH:21]=[CH:20][CH:19]=2)(=[O:17])=[O:16])[CH:7]=1.[H-].[Na+].[C:26]1([S:32](Cl)(=[O:34])=[O:33])[CH:31]=[CH:30][CH:29]=[CH:28][CH:27]=1. The catalyst is C1COCC1. The product is [C:18]1([S:15]([N:8]2[C:9]3[C:14](=[CH:13][CH:12]=[CH:11][CH:10]=3)[C:6]([C:2]3[N:3]([S:32]([C:26]4[CH:31]=[CH:30][CH:29]=[CH:28][CH:27]=4)(=[O:34])=[O:33])[CH:4]=[CH:5][N:1]=3)=[CH:7]2)(=[O:17])=[O:16])[CH:23]=[CH:22][CH:21]=[CH:20][CH:19]=1. The yield is 0.400. (5) The reactants are [CH3:1][N:2]1[C:11]2[NH:10][C:9]3[CH:12]=[CH:13][CH:14]=[CH:15][C:8]=3[NH:7][C:6](=O)[C:5]=2[CH:4]=[N:3]1.[H-].[Al+3].[Li+].[H-].[H-].[H-].N. The catalyst is C1COCC1. The product is [CH3:1][N:2]1[C:11]2[NH:10][C:9]3[CH:12]=[CH:13][CH:14]=[CH:15][C:8]=3[NH:7][CH2:6][C:5]=2[CH:4]=[N:3]1. The yield is 0.570. (6) The catalyst is O1CCOCC1. The product is [C:1]([O:5][C:6]([N:8]1[CH2:13][CH2:12][N:11]([S:14]([C:17]2[CH:18]=[C:19]([CH:23]=[CH:24][C:25]=2[O:35][C:30]2[CH:31]=[C:32]([CH3:34])[CH:33]=[C:28]([CH3:27])[CH:29]=2)[C:20]([OH:22])=[O:21])(=[O:16])=[O:15])[CH2:10][CH2:9]1)=[O:7])([CH3:4])([CH3:3])[CH3:2]. The yield is 0.400. The reactants are [C:1]([O:5][C:6]([N:8]1[CH2:13][CH2:12][N:11]([S:14]([C:17]2[CH:18]=[C:19]([CH:23]=[CH:24][C:25]=2F)[C:20]([OH:22])=[O:21])(=[O:16])=[O:15])[CH2:10][CH2:9]1)=[O:7])([CH3:4])([CH3:3])[CH3:2].[CH3:27][C:28]1[CH:29]=[C:30]([OH:35])[CH:31]=[C:32]([CH3:34])[CH:33]=1.[H-].[Na+].CN1CCCC1=O. (7) The yield is 0.595. The product is [CH3:8][C:7]1[C:2]([CH2:1][OH:25])=[N:3][CH:4]=[CH:5][C:6]=1[O:9][CH2:10][CH:11]1[CH2:16][O:15][C:14]2([CH2:21][CH2:20][O:19][CH2:18][CH2:17]2)[O:13][CH2:12]1. The catalyst is CO. The reactants are [CH3:1][C:2]1[C:7]([CH3:8])=[C:6]([O:9][CH2:10][CH:11]2[CH2:16][O:15][C:14]3([CH2:21][CH2:20][O:19][CH2:18][CH2:17]3)[O:13][CH2:12]2)[CH:5]=[CH:4][N+:3]=1[O-].C(OC(=O)C)(=[O:25])C.[OH-].[Na+].